The task is: Predict the product of the given reaction.. This data is from Forward reaction prediction with 1.9M reactions from USPTO patents (1976-2016). (1) The product is: [CH3:9][O:10][C:11]1[CH:12]=[C:13]([S:19]([N:22]([C:23]2[S:24][CH:25]=[C:26]([C:28]3[CH:33]=[CH:32][CH:31]=[C:30]([N+:34]([O-:36])=[O:35])[CH:29]=3)[N:27]=2)[CH3:1])(=[O:21])=[O:20])[CH:14]=[CH:15][C:16]=1[O:17][CH3:18]. Given the reactants [C:1](=O)([O-])[O-].[K+].[K+].CI.[CH3:9][O:10][C:11]1[CH:12]=[C:13]([S:19]([NH:22][C:23]2[S:24][CH:25]=[C:26]([C:28]3[CH:33]=[CH:32][CH:31]=[C:30]([N+:34]([O-:36])=[O:35])[CH:29]=3)[N:27]=2)(=[O:21])=[O:20])[CH:14]=[CH:15][C:16]=1[O:17][CH3:18], predict the reaction product. (2) Given the reactants [CH:1](=O)[C:2]1[CH:7]=[CH:6][C:5]([O:8][CH3:9])=[CH:4][CH:3]=1.[C:11]1([CH2:17][CH2:18][CH2:19][NH2:20])[CH:16]=[CH:15][CH:14]=[CH:13][CH:12]=1.O, predict the reaction product. The product is: [CH3:9][O:8][C:5]1[CH:6]=[CH:7][C:2]([CH:1]=[N:20][CH2:19][CH2:18][CH2:17][C:11]2[CH:16]=[CH:15][CH:14]=[CH:13][CH:12]=2)=[CH:3][CH:4]=1. (3) The product is: [CH2:2]([O:9][C:10]1[CH:11]=[C:12]([CH2:16][S:17]([Cl:29])(=[O:20])=[O:18])[CH:13]=[CH:14][CH:15]=1)[C:3]1[CH:8]=[CH:7][CH:6]=[CH:5][CH:4]=1. Given the reactants [Na+].[CH2:2]([O:9][C:10]1[CH:11]=[C:12]([CH2:16][S:17]([O-:20])(=O)=[O:18])[CH:13]=[CH:14][CH:15]=1)[C:3]1[CH:8]=[CH:7][CH:6]=[CH:5][CH:4]=1.CN(C)C=O.C(Cl)(=O)C([Cl:29])=O, predict the reaction product.